The task is: Regression. Given two drug SMILES strings and cell line genomic features, predict the synergy score measuring deviation from expected non-interaction effect.. This data is from NCI-60 drug combinations with 297,098 pairs across 59 cell lines. (1) Synergy scores: CSS=51.2, Synergy_ZIP=-4.38, Synergy_Bliss=-9.22, Synergy_Loewe=-9.76, Synergy_HSA=-7.61. Cell line: COLO 205. Drug 2: CCC1=C2CN3C(=CC4=C(C3=O)COC(=O)C4(CC)O)C2=NC5=C1C=C(C=C5)O. Drug 1: CCC1=CC2CC(C3=C(CN(C2)C1)C4=CC=CC=C4N3)(C5=C(C=C6C(=C5)C78CCN9C7C(C=CC9)(C(C(C8N6C)(C(=O)OC)O)OC(=O)C)CC)OC)C(=O)OC.C(C(C(=O)O)O)(C(=O)O)O. (2) Drug 1: C1CCC(CC1)NC(=O)N(CCCl)N=O. Drug 2: CC1C(C(CC(O1)OC2CC(CC3=C2C(=C4C(=C3O)C(=O)C5=C(C4=O)C(=CC=C5)OC)O)(C(=O)CO)O)N)O.Cl. Cell line: T-47D. Synergy scores: CSS=39.5, Synergy_ZIP=-1.97, Synergy_Bliss=-2.66, Synergy_Loewe=-16.3, Synergy_HSA=0.753. (3) Synergy scores: CSS=41.6, Synergy_ZIP=4.25, Synergy_Bliss=4.07, Synergy_Loewe=-0.327, Synergy_HSA=5.08. Drug 2: CC1CCC2CC(C(=CC=CC=CC(CC(C(=O)C(C(C(=CC(C(=O)CC(OC(=O)C3CCCCN3C(=O)C(=O)C1(O2)O)C(C)CC4CCC(C(C4)OC)OCCO)C)C)O)OC)C)C)C)OC. Cell line: SK-MEL-5. Drug 1: CCCS(=O)(=O)NC1=C(C(=C(C=C1)F)C(=O)C2=CNC3=C2C=C(C=N3)C4=CC=C(C=C4)Cl)F. (4) Drug 1: CC1=C(C=C(C=C1)NC2=NC=CC(=N2)N(C)C3=CC4=NN(C(=C4C=C3)C)C)S(=O)(=O)N.Cl. Drug 2: CN(C(=O)NC(C=O)C(C(C(CO)O)O)O)N=O. Cell line: SN12C. Synergy scores: CSS=-2.81, Synergy_ZIP=-1.91, Synergy_Bliss=-6.91, Synergy_Loewe=-5.65, Synergy_HSA=-5.52. (5) Drug 1: CS(=O)(=O)C1=CC(=C(C=C1)C(=O)NC2=CC(=C(C=C2)Cl)C3=CC=CC=N3)Cl. Drug 2: CC1CCC2CC(C(=CC=CC=CC(CC(C(=O)C(C(C(=CC(C(=O)CC(OC(=O)C3CCCCN3C(=O)C(=O)C1(O2)O)C(C)CC4CCC(C(C4)OC)O)C)C)O)OC)C)C)C)OC. Cell line: A549. Synergy scores: CSS=53.9, Synergy_ZIP=11.0, Synergy_Bliss=11.4, Synergy_Loewe=-8.69, Synergy_HSA=13.8. (6) Drug 1: CCC1=CC2CC(C3=C(CN(C2)C1)C4=CC=CC=C4N3)(C5=C(C=C6C(=C5)C78CCN9C7C(C=CC9)(C(C(C8N6C)(C(=O)OC)O)OC(=O)C)CC)OC)C(=O)OC.C(C(C(=O)O)O)(C(=O)O)O. Drug 2: B(C(CC(C)C)NC(=O)C(CC1=CC=CC=C1)NC(=O)C2=NC=CN=C2)(O)O. Synergy scores: CSS=43.1, Synergy_ZIP=-3.18, Synergy_Bliss=-5.84, Synergy_Loewe=-7.57, Synergy_HSA=-2.91. Cell line: SR. (7) Drug 1: CC1C(C(CC(O1)OC2CC(CC3=C2C(=C4C(=C3O)C(=O)C5=C(C4=O)C(=CC=C5)OC)O)(C(=O)C)O)N)O.Cl. Drug 2: C1CCC(C(C1)N)N.C(=O)(C(=O)[O-])[O-].[Pt+4]. Cell line: SK-OV-3. Synergy scores: CSS=5.62, Synergy_ZIP=-4.71, Synergy_Bliss=-5.24, Synergy_Loewe=-9.38, Synergy_HSA=-3.71.